Dataset: Full USPTO retrosynthesis dataset with 1.9M reactions from patents (1976-2016). Task: Predict the reactants needed to synthesize the given product. Given the product [C:1]([C:3]1[CH:11]=[CH:10][C:6]([C:7]([Cl:14])=[O:8])=[CH:5][N:4]=1)#[N:2], predict the reactants needed to synthesize it. The reactants are: [C:1]([C:3]1[CH:11]=[CH:10][C:6]([C:7](O)=[O:8])=[CH:5][N:4]=1)#[N:2].S(Cl)([Cl:14])=O.